The task is: Predict the reaction yield, written as a fraction of the theoretical maximum amount of product (1.0 means a 100% yield; for example, 0.34 means a 34% yield).. This data is from Reaction yield outcomes from USPTO patents with 853,638 reactions. (1) The catalyst is O. The product is [CH3:3][CH:2]([N:4]1[C:12](/[CH:13]=[CH:14]/[CH:15]([OH:24])[CH2:16][CH:17]([OH:23])[CH2:18][C:19]([O-:21])=[O:20])=[C:11]([C:25]2[CH:26]=[CH:27][C:28]([F:31])=[CH:29][CH:30]=2)[C:10]2[CH:9]=[CH:8][CH:7]=[CH:6][C:5]1=2)[CH3:1].[Na+:33]. The yield is 0.226. The reactants are [CH3:1][CH:2]([N:4]1[C:12](/[CH:13]=[CH:14]/[C@H:15]([OH:24])[CH2:16][C@H:17]([OH:23])[CH2:18][C:19]([O:21]C)=[O:20])=[C:11]([C:25]2[CH:30]=[CH:29][C:28]([F:31])=[CH:27][CH:26]=2)[C:10]2[C:5]1=[CH:6][CH:7]=[CH:8][CH:9]=2)[CH3:3].[OH-].[Na+:33].CC(O)C. (2) The reactants are [CH3:1][N:2]1[CH:7]=[C:6]([C:8]2[CH:23]=[C:22]([S:24]([CH3:27])(=[O:26])=[O:25])[CH:21]=[CH:20][C:9]=2[O:10][C:11]2[CH:12]=[C:13]([CH:17]=[CH:18][CH:19]=2)[C:14](O)=[O:15])[C:5]2[CH:28]=[CH:29][NH:30][C:4]=2[C:3]1=[O:31].[CH:32]1([NH2:35])[CH2:34][CH2:33]1.O.N1(O)C2C=CC=CC=2N=N1.Cl.C(N=C=NCCCN(C)C)C.C(N(C(C)C)C(C)C)C. The catalyst is CN(C)C=O. The product is [CH:32]1([NH:35][C:14](=[O:15])[C:13]2[CH:17]=[CH:18][CH:19]=[C:11]([O:10][C:9]3[CH:20]=[CH:21][C:22]([S:24]([CH3:27])(=[O:25])=[O:26])=[CH:23][C:8]=3[C:6]3[C:5]4[CH:28]=[CH:29][NH:30][C:4]=4[C:3](=[O:31])[N:2]([CH3:1])[CH:7]=3)[CH:12]=2)[CH2:34][CH2:33]1. The yield is 0.730. (3) The reactants are [CH2:1]([O:4][C:5]1[CH:6]=[C:7]([CH2:11]O)[CH:8]=[CH:9][CH:10]=1)[CH:2]=[CH2:3].C(Br)(Br)(Br)[Br:14].C1(P(C2C=CC=CC=2)C2C=CC=CC=2)C=CC=CC=1. The catalyst is C1COCC1. The product is [CH2:1]([O:4][C:5]1[CH:10]=[CH:9][CH:8]=[C:7]([CH2:11][Br:14])[CH:6]=1)[CH:2]=[CH2:3]. The yield is 0.240. (4) The reactants are [F:1][C:2]1[CH:7]=[CH:6][CH:5]=[CH:4][C:3]=1[C:8]1[CH:9]=[CH:10][C:11]2[N:12]([CH:14]=[C:15]([C:17]3[CH:22]=[CH:21][C:20]([C:23]#[C:24][Si](C)(C)C)=[C:19]([N+:29]([O-:31])=[O:30])[CH:18]=3)[N:16]=2)[N:13]=1.C(=O)([O-])[O-].[Cs+].[Cs+]. The catalyst is C(#N)C.O. The product is [C:23]([C:20]1[CH:21]=[CH:22][C:17]([C:15]2[N:16]=[C:11]3[CH:10]=[CH:9][C:8]([C:3]4[CH:4]=[CH:5][CH:6]=[CH:7][C:2]=4[F:1])=[N:13][N:12]3[CH:14]=2)=[CH:18][C:19]=1[N+:29]([O-:31])=[O:30])#[CH:24]. The yield is 0.820. (5) The reactants are [CH2:1]([O:3][C:4]([C:6]1[S:7][C:8]2[CH:14]=[C:13]([CH:15](C(O)=O)[C:16]([OH:18])=[O:17])[CH:12]=[CH:11][C:9]=2[CH:10]=1)=[O:5])[CH3:2]. The catalyst is O. The product is [CH2:1]([O:3][C:4]([C:6]1[S:7][C:8]2[CH:14]=[C:13]([CH2:15][C:16]([OH:18])=[O:17])[CH:12]=[CH:11][C:9]=2[CH:10]=1)=[O:5])[CH3:2]. The yield is 0.990. (6) The reactants are [ClH:1].[C:2]1([NH:11]C(=O)OC(C)(C)C)[C:7]2[CH2:8][CH2:9][CH2:10][C:6]=2[CH:5]=[CH:4][N:3]=1. The catalyst is C(Cl)Cl. The product is [ClH:1].[C:2]1([NH2:11])[C:7]2[CH2:8][CH2:9][CH2:10][C:6]=2[CH:5]=[CH:4][N:3]=1. The yield is 0.960. (7) The reactants are [CH:1]1[CH:2]=[CH:3][C:4]2[NH:15][C:14]3[CH:13]=[CH:12][CH:11]=[CH:10][C:9]=3[CH:8]=[CH:7][C:5]=2[CH:6]=1.[C:16](OC(=O)C)(=[O:18])[CH3:17]. The catalyst is C(O)(=O)C.O. The product is [C:16]([N:15]=[C:14]1[CH:13]=[CH:12][CH:11]=[CH:10][CH:9]1[CH:8]=[CH:7][C:5]1[CH:4]=[CH:3][CH:2]=[CH:1][CH:6]=1)(=[O:18])[CH3:17]. The yield is 0.790.